This data is from Peptide-MHC class I binding affinity with 185,985 pairs from IEDB/IMGT. The task is: Regression. Given a peptide amino acid sequence and an MHC pseudo amino acid sequence, predict their binding affinity value. This is MHC class I binding data. (1) The MHC is HLA-B57:01 with pseudo-sequence HLA-B57:01. The binding affinity (normalized) is 0.672. The peptide sequence is KAMRPWQSF. (2) The peptide sequence is LELAEITAE. The MHC is HLA-A68:02 with pseudo-sequence HLA-A68:02. The binding affinity (normalized) is 0.0847. (3) The peptide sequence is GHMMVIFRL. The MHC is HLA-B27:05 with pseudo-sequence HLA-B27:05. The binding affinity (normalized) is 0.0847. (4) The peptide sequence is GMDPRMCSL. The MHC is HLA-B18:01 with pseudo-sequence HLA-B18:01. The binding affinity (normalized) is 0.0847. (5) The peptide sequence is YTIGTTHFQR. The MHC is HLA-A31:01 with pseudo-sequence HLA-A31:01. The binding affinity (normalized) is 0.649. (6) The peptide sequence is IPRNRDNLL. The MHC is HLA-B18:01 with pseudo-sequence HLA-B18:01. The binding affinity (normalized) is 0.0847.